From a dataset of Catalyst prediction with 721,799 reactions and 888 catalyst types from USPTO. Predict which catalyst facilitates the given reaction. (1) Reactant: [Br:1][C:2]1[C:7]([O:8][CH3:9])=[CH:6][C:5]([CH:10]([OH:12])[CH3:11])=[CH:4][C:3]=1[O:13][CH3:14]. Product: [Br:1][C:2]1[C:7]([O:8][CH3:9])=[CH:6][C:5]([C:10](=[O:12])[CH3:11])=[CH:4][C:3]=1[O:13][CH3:14]. The catalyst class is: 177. (2) Reactant: [O:1]=[C:2]1[C:10]2([CH2:14][O:13][C:12]3[CH:15]=[C:16]4[C:20](=[CH:21][C:11]2=3)[CH2:19][CH2:18][O:17]4)[C:9]2[C:4](=[CH:5][CH:6]=[CH:7][CH:8]=2)[N:3]1[CH2:22][C:23]1[CH:31]=[CH:30][C:26]([C:27]([NH2:29])=O)=[CH:25][CH:24]=1.CO[C:34](OC)([N:36](C)C)[CH3:35].C(O)(=O)C.O.[NH2:46]N. Product: [CH3:35][C:34]1[NH:29][C:27]([C:26]2[CH:30]=[CH:31][C:23]([CH2:22][N:3]3[C:4]4[C:9](=[CH:8][CH:7]=[CH:6][CH:5]=4)[C:10]4([CH2:14][O:13][C:12]5[CH:15]=[C:16]6[C:20](=[CH:21][C:11]4=5)[CH2:19][CH2:18][O:17]6)[C:2]3=[O:1])=[CH:24][CH:25]=2)=[N:46][N:36]=1. The catalyst class is: 12. (3) Reactant: C[N:2](C)[C:3]([CH3:32])=[CH:4][C:5]([C:7]1[CH:12]=[CH:11][CH:10]=[C:9]([C:13]2[CH:18]=[C:17]([NH:19][CH2:20][CH2:21][C:22]3[CH:27]=[CH:26][C:25]([O:28][CH3:29])=[CH:24][CH:23]=3)[N:16]=[C:15]([O:30][CH3:31])[N:14]=2)[CH:8]=1)=O.O.[NH2:35]N.CCO.CCOC(C)=O. Product: [CH3:31][O:30][C:15]1[N:16]=[C:17]([NH:19][CH2:20][CH2:21][C:22]2[CH:23]=[CH:24][C:25]([O:28][CH3:29])=[CH:26][CH:27]=2)[CH:18]=[C:13]([C:9]2[CH:10]=[CH:11][CH:12]=[C:7]([C:5]3[NH:35][N:2]=[C:3]([CH3:32])[CH:4]=3)[CH:8]=2)[N:14]=1. The catalyst class is: 194. (4) Reactant: C[O:2][C:3](=[O:21])[C:4]1[CH:9]=[CH:8][C:7]([CH:10]([OH:20])[CH2:11][NH:12][C:13]([O:15][C:16]([CH3:19])([CH3:18])[CH3:17])=[O:14])=[N:6][CH:5]=1. Product: [C:16]([O:15][C:13]([NH:12][CH2:11][CH:10]([C:7]1[CH:8]=[CH:9][C:4]([C:3]([OH:21])=[O:2])=[CH:5][N:6]=1)[OH:20])=[O:14])([CH3:19])([CH3:17])[CH3:18]. The catalyst class is: 5. (5) Reactant: [C:1]([OH:7])(=O)[CH2:2][CH2:3][C:4]#[CH:5].[N:8]1([C:14]([O:16][C:17]([CH3:20])([CH3:19])[CH3:18])=[O:15])[CH2:13][CH2:12][NH:11][CH2:10][CH2:9]1.CN1CCOCC1.CCN=C=NCCCN(C)C. Product: [C:1]([N:11]1[CH2:10][CH2:9][N:8]([C:14]([O:16][C:17]([CH3:20])([CH3:19])[CH3:18])=[O:15])[CH2:13][CH2:12]1)(=[O:7])[CH2:2][CH2:3][C:4]#[CH:5]. The catalyst class is: 2. (6) Reactant: CC([O:5][C:6](=[O:32])[CH2:7][CH2:8][CH2:9][NH:10][C:11]1[CH:20]=[CH:19][C:18]2[C:13](=[CH:14][CH:15]=[C:16]([Cl:31])[C:17]=2[NH:21][C:22](=[O:30])[CH2:23][CH:24]2[CH2:29][CH2:28][CH2:27][CH2:26][CH2:25]2)[N:12]=1)(C)C.FC(F)(F)C(O)=O. Product: [Cl:31][C:16]1[C:17]([NH:21][C:22](=[O:30])[CH2:23][CH:24]2[CH2:25][CH2:26][CH2:27][CH2:28][CH2:29]2)=[C:18]2[C:13](=[CH:14][CH:15]=1)[N:12]=[C:11]([NH:10][CH2:9][CH2:8][CH2:7][C:6]([OH:32])=[O:5])[CH:20]=[CH:19]2. The catalyst class is: 4. (7) Reactant: [CH3:1][C:2]([CH3:14])([CH3:13])/[CH:3]=[C:4](\[CH2:8][CH2:9][CH2:10][CH2:11][CH3:12])/[C:5]([OH:7])=O.C[Li].[CH3:17]CCCCC. Product: [CH3:13][C:2]([CH3:1])([CH3:14])/[CH:3]=[C:4](\[CH2:8][CH2:9][CH2:10][CH2:11][CH3:12])/[C:5](=[O:7])[CH3:17]. The catalyst class is: 27.